This data is from Reaction yield outcomes from USPTO patents with 853,638 reactions. The task is: Predict the reaction yield, written as a fraction of the theoretical maximum amount of product (1.0 means a 100% yield; for example, 0.34 means a 34% yield). (1) The reactants are B(Br)(Br)Br.[Cl:5][C:6]1[CH:7]=[C:8]([N:12]([CH:21]([F:35])[C:22]2[C:31]3[C:26](=[C:27]([F:32])[CH:28]=[CH:29][CH:30]=3)[N:25]=[C:24]([O:33]C)[CH:23]=2)[C:13]([C:15]2[S:19][CH:18]=[N:17][C:16]=2[CH3:20])=[O:14])[CH:9]=[CH:10][CH:11]=1. The catalyst is C(Cl)Cl. The product is [Cl:5][C:6]1[CH:7]=[C:8]([N:12]([CH:21]([F:35])[C:22]2[C:31]3[C:26](=[C:27]([F:32])[CH:28]=[CH:29][CH:30]=3)[NH:25][C:24](=[O:33])[CH:23]=2)[C:13]([C:15]2[S:19][CH:18]=[N:17][C:16]=2[CH3:20])=[O:14])[CH:9]=[CH:10][CH:11]=1. The yield is 0.780. (2) The reactants are Br[CH2:2][C:3]([C:5]1[CH:10]=[CH:9][C:8]([Br:11])=[CH:7][CH:6]=1)=O.[CH3:12][C:13]([C:16]([NH2:18])=[NH:17])([CH3:15])[CH3:14].Cl.C([O-])([O-])=O.[K+].[K+]. The catalyst is CN(C)C=O. The product is [Br:11][C:8]1[CH:9]=[CH:10][C:5]([C:3]2[N:17]=[C:16]([C:13]([CH3:15])([CH3:14])[CH3:12])[NH:18][CH:2]=2)=[CH:6][CH:7]=1. The yield is 0.810. (3) The product is [O:1]1[CH2:5][CH2:4][CH:3]([CH:6]2[C:15]3[C:10](=[CH:11][CH:12]=[CH:13][CH:14]=3)[N:9]([CH2:16][CH2:17][NH2:19])[CH2:8][CH2:7]2)[CH2:2]1. The reactants are [O:1]1[CH2:5][CH2:4][CH:3]([CH:6]2[C:15]3[C:10](=[CH:11][CH:12]=[CH:13][CH:14]=3)[N:9]([CH2:16][C:17]([NH2:19])=O)[CH2:8][CH2:7]2)[CH2:2]1.O1CCCC1.B. The yield is 0.120. The catalyst is C1COCC1. (4) The reactants are [F:1][C:2]1[CH:3]=[C:4]([C:10]2[C:11]([C:17]3[CH:22]=[CH:21][C:20]([O:23][CH3:24])=[CH:19][CH:18]=3)=[CH:12][C:13](=[O:16])[NH:14][N:15]=2)[CH:5]=[CH:6][C:7]=1[O:8][CH3:9].[CH2:25](Br)[CH:26]([CH3:28])[CH3:27]. No catalyst specified. The product is [F:1][C:2]1[CH:3]=[C:4]([C:10]2[C:11]([C:17]3[CH:18]=[CH:19][C:20]([O:23][CH3:24])=[CH:21][CH:22]=3)=[CH:12][C:13](=[O:16])[N:14]([CH2:25][CH:26]([CH3:28])[CH3:27])[N:15]=2)[CH:5]=[CH:6][C:7]=1[O:8][CH3:9]. The yield is 0.913.